Dataset: Blood-brain barrier permeability classification from the B3DB database. Task: Regression/Classification. Given a drug SMILES string, predict its absorption, distribution, metabolism, or excretion properties. Task type varies by dataset: regression for continuous measurements (e.g., permeability, clearance, half-life) or binary classification for categorical outcomes (e.g., BBB penetration, CYP inhibition). Dataset: b3db_classification. (1) The molecule is CCCO. The result is 1 (penetrates BBB). (2) The compound is CNC(=O)c1c(NCC2CCC3(CCC3)CC2)nc(C#N)nc1OCC1CCN(C(C)=O)CC1. The result is 1 (penetrates BBB). (3) The molecule is O=C1CN=C(c2ccccc2F)c2cc(Cl)ccc2N1C[C@H](O)CO. The result is 1 (penetrates BBB). (4) The compound is CN1c2ccc(Cl)cc2C(c2ccccc2Cl)=NCC1CO. The result is 1 (penetrates BBB). (5) The compound is CCOC(=O)N(Cc1ccccc1)C1CC1. The result is 1 (penetrates BBB). (6) The drug is C/C=C/CC(C)C(O)C1C(=O)NC(CC)C(=O)N(C)CC(=O)N(C)C(CC(C)C)C(=O)NC(C(C)C)C(=O)N(C)C(CC(C)C)C(=O)NC(C)C(=O)NC(C)C(=O)N(C)C(CC(C)C)C(=O)N(C)C(CC(C)C)C(=O)N(C)C(C(C)C)C(=O)N1C. The result is 1 (penetrates BBB). (7) The compound is C=CCN1CC[C@]23CCCC[C@@H]2[C@H]1Cc1ccc(O)cc13. The result is 1 (penetrates BBB).